This data is from Forward reaction prediction with 1.9M reactions from USPTO patents (1976-2016). The task is: Predict the product of the given reaction. (1) Given the reactants C([C:4]1[CH:9]=[CH:8][C:7]([S:10]([N:13]2[C:21]3[C:16](=[CH:17][CH:18]=[CH:19][C:20]=3Br)[C:15](CCN(C)C)=[CH:14]2)(=[O:12])=[O:11])=[CH:6][CH:5]=1)(C)C.[C:28]([O-])(=O)[CH3:29].[K+], predict the reaction product. The product is: [CH:4]([C:19]1[CH:18]=[CH:17][C:16]2[C:15]3[C:8]4[CH:9]=[CH:4][C:5]([CH2:29][CH2:28][N:13]([CH3:21])[CH3:14])=[CH:6][C:7]=4[S:10](=[O:11])(=[O:12])[N:13]([C:21]=2[CH:20]=1)[CH:14]=3)([CH3:9])[CH3:5]. (2) Given the reactants [CH3:1][O:2][C:3](=[O:43])[C:4]1[CH:9]=[CH:8][C:7]([C:10]2[C:16]3=[CH:17][C:18]4[C:19]([CH3:28])([CH3:27])[CH2:20][CH2:21][C:22]([CH3:26])([CH3:25])[C:23]=4[CH:24]=[C:15]3[N:14]([CH3:29])[C:13]3[CH:30]=[CH:31][C:32]([B:34]4[O:38]C(C)(C)C(C)(C)[O:35]4)=[CH:33][C:12]=3[N:11]=2)=[CH:6][CH:5]=1.C1(B(O)O)C=CC=CC=1.Cl, predict the reaction product. The product is: [CH3:1][O:2][C:3]([C:4]1[CH:5]=[CH:6][C:7]([C:10]2[C:16]3=[CH:17][C:18]4[C:19]([CH3:28])([CH3:27])[CH2:20][CH2:21][C:22]([CH3:25])([CH3:26])[C:23]=4[CH:24]=[C:15]3[N:14]([CH3:29])[C:13]3[CH:30]=[CH:31][C:32]([B:34]([OH:35])[OH:38])=[CH:33][C:12]=3[N:11]=2)=[CH:8][CH:9]=1)=[O:43].